From a dataset of Forward reaction prediction with 1.9M reactions from USPTO patents (1976-2016). Predict the product of the given reaction. (1) Given the reactants [C:1]([NH:5][C:6](=[O:35])[C:7]1[CH:12]=[CH:11][CH:10]=[C:9]([O:13][C:14]2[CH:19]=[CH:18][C:17]([NH:20][C:21]3[C:22]4[N:29]([CH2:30][CH2:31][S:32][CH3:33])[CH:28]=[CH:27][C:23]=4[N:24]=[CH:25][N:26]=3)=[CH:16][C:15]=2[Cl:34])[CH:8]=1)([CH3:4])([CH3:3])[CH3:2].Cl.C(OCC)(=O)C, predict the reaction product. The product is: [ClH:34].[C:1]([NH:5][C:6](=[O:35])[C:7]1[CH:12]=[CH:11][CH:10]=[C:9]([O:13][C:14]2[CH:19]=[CH:18][C:17]([NH:20][C:21]3[C:22]4[N:29]([CH2:30][CH2:31][S:32][CH3:33])[CH:28]=[CH:27][C:23]=4[N:24]=[CH:25][N:26]=3)=[CH:16][C:15]=2[Cl:34])[CH:8]=1)([CH3:4])([CH3:2])[CH3:3]. (2) Given the reactants [CH:1]([NH:3]/[C:4](/[C:14](/[NH:24][CH:25]=O)=[CH:15]/[C:16]1[CH:21]=[CH:20][CH:19]=[CH:18][C:17]=1[O:22][CH3:23])=[CH:5]\[C:6]1[CH:11]=[CH:10][CH:9]=[CH:8][C:7]=1[O:12][CH3:13])=O.ClCCl.P(Cl)(Cl)(Cl)=O.C(=O)([O-])O.[Na+], predict the reaction product. The product is: [N+:3](/[C:4](/[C:14](/[N+:24]#[C-:25])=[CH:15]/[C:16]1[CH:21]=[CH:20][CH:19]=[CH:18][C:17]=1[O:22][CH3:23])=[CH:5]\[C:6]1[CH:11]=[CH:10][CH:9]=[CH:8][C:7]=1[O:12][CH3:13])#[C-:1]. (3) Given the reactants C([O:3][C:4](=[O:37])[CH2:5][CH:6]1[N:11]=[CH:10][CH:9]=[CH:8][N:7]1[CH:12]1[CH2:21][CH2:20][C:19]2[C:14](=[CH:15][C:16]([O:24][CH3:25])=[C:17]([O:22][CH3:23])[CH:18]=2)[CH:13]1[CH2:26][C:27]1[CH:32]=[CH:31][C:30]([O:33][CH3:34])=[C:29]([O:35][CH3:36])[CH:28]=1)C.[OH-].[Na+], predict the reaction product. The product is: [CH3:36][O:35][C:29]1[CH:28]=[C:27]([CH:32]=[CH:31][C:30]=1[O:33][CH3:34])[CH2:26][CH:13]1[C:14]2[C:19](=[CH:18][C:17]([O:22][CH3:23])=[C:16]([O:24][CH3:25])[CH:15]=2)[CH2:20][CH2:21][CH:12]1[N:7]1[CH:8]=[CH:9][CH:10]=[N:11][CH:6]1[CH2:5][C:4]([OH:37])=[O:3]. (4) Given the reactants [OH:1][C:2]1[CH:3]=[C:4]([CH:7]=[CH:8][CH:9]=1)[CH:5]=[O:6].[F:10][CH2:11][CH2:12]I.C([O-])([O-])=O.[K+].[K+], predict the reaction product. The product is: [F:10][CH2:11][CH2:12][O:1][C:2]1[CH:3]=[C:4]([CH:7]=[CH:8][CH:9]=1)[CH:5]=[O:6]. (5) Given the reactants Br[C:2]1[C:3]([CH3:31])=[C:4]([CH:28]=[CH:29][CH:30]=1)[CH2:5][NH:6][C:7]1[N:12]=[C:11]([NH:13][CH2:14][CH:15]2[CH2:20][CH2:19][CH:18]([NH:21][C:22](=[O:24])[CH3:23])[CH2:17][CH2:16]2)[C:10]([N+:25]([O-:27])=[O:26])=[CH:9][N:8]=1.Cl.[NH2:33][CH2:34][C:35]1[CH:36]=[C:37](B(O)O)[CH:38]=[CH:39][CH:40]=1.C(=O)([O-])[O-].[K+].[K+].C(COC)OC, predict the reaction product. The product is: [NH2:33][CH2:34][C:35]1[CH:36]=[C:37]([C:2]2[CH:30]=[CH:29][CH:28]=[C:4]([CH2:5][NH:6][C:7]3[N:12]=[C:11]([NH:13][CH2:14][CH:15]4[CH2:16][CH2:17][CH:18]([NH:21][C:22](=[O:24])[CH3:23])[CH2:19][CH2:20]4)[C:10]([N+:25]([O-:27])=[O:26])=[CH:9][N:8]=3)[C:3]=2[CH3:31])[CH:38]=[CH:39][CH:40]=1. (6) Given the reactants [CH3:1][C:2]1([CH3:9])[CH2:6][CH2:5][O:4][CH:3]1[CH2:7]O.CC(OI1(OC(C)=O)(OC(C)=O)OC(=O)C2C=CC=CC1=2)=O.OS([O-])=O.[Na+].Br.[Cl:38][C:39]1[CH:40]=[C:41]([CH:59]=[C:60]([Cl:62])[CH:61]=1)[C:42]([NH:44][CH2:45][C@H:46]1[CH2:51][CH2:50][N:49](CCC(C)(C)C)[CH2:48][C@H:47]1[F:58])=[O:43].[BH-](OC(C)=O)(OC(C)=O)OC(C)=O.[Na+].C(N(CC)CC)C, predict the reaction product. The product is: [Cl:62][C:60]1[CH:59]=[C:41]([CH:40]=[C:39]([Cl:38])[CH:61]=1)[C:42]([NH:44][CH2:45][C@H:46]1[CH2:51][CH2:50][N:49]([CH2:7][CH:3]2[C:2]([CH3:1])([CH3:9])[CH2:6][CH2:5][O:4]2)[CH2:48][C@H:47]1[F:58])=[O:43]. (7) Given the reactants C(=O)(O)[O-].[Na+].[NH2:6][CH2:7][CH:8]1[C:13]2=[N:14][CH:15]=[C:16]([NH2:18])[CH:17]=[C:12]2[CH2:11][O:10][CH2:9]1.[C:19](O[C:19]([O:21][C:22]([CH3:25])([CH3:24])[CH3:23])=[O:20])([O:21][C:22]([CH3:25])([CH3:24])[CH3:23])=[O:20], predict the reaction product. The product is: [NH2:18][C:16]1[CH:17]=[C:12]2[CH2:11][O:10][CH2:9][CH:8]([CH2:7][NH:6][C:19](=[O:20])[O:21][C:22]([CH3:25])([CH3:24])[CH3:23])[C:13]2=[N:14][CH:15]=1. (8) Given the reactants C(OC([N:11]1[CH2:16][CH2:15][CH:14]([NH:17][C:18](=[O:29])[CH2:19][CH2:20][NH:21][C:22]([O:24][C:25]([CH3:28])([CH3:27])[CH3:26])=[O:23])[CH2:13][CH2:12]1)=O)C1C=CC=CC=1, predict the reaction product. The product is: [C:25]([O:24][C:22](=[O:23])[NH:21][CH2:20][CH2:19][C:18](=[O:29])[NH:17][CH:14]1[CH2:13][CH2:12][NH:11][CH2:16][CH2:15]1)([CH3:28])([CH3:26])[CH3:27]. (9) Given the reactants [Cl:1][C:2]1[CH:3]=[C:4]2[C:8](=[CH:9][CH:10]=1)[NH:7][CH:6]=[C:5]2[CH2:11][CH2:12][NH:13][C:14](=[O:22])[C:15]1[CH:20]=[CH:19][CH:18]=[C:17](I)[CH:16]=1.[N:23]1[CH:28]=[CH:27][C:26](B(O)O)=[CH:25][CH:24]=1.C(=O)([O-])[O-].[Na+].[Na+], predict the reaction product. The product is: [Cl:1][C:2]1[CH:3]=[C:4]2[C:8](=[CH:9][CH:10]=1)[NH:7][CH:6]=[C:5]2[CH2:11][CH2:12][NH:13][C:14](=[O:22])[C:15]1[CH:20]=[CH:19][CH:18]=[C:17]([C:26]2[CH:27]=[CH:28][N:23]=[CH:24][CH:25]=2)[CH:16]=1. (10) Given the reactants C([O:5][C:6]([C:8]1[S:9][C:10]([C:24]2[CH:28]=[CH:27][N:26](S(=O)(=O)N(C)C)[N:25]=2)=[CH:11][C:12]=1[NH:13][S:14]([C:17]1[C:18]([CH3:23])=[CH:19][CH:20]=[CH:21][CH:22]=1)(=[O:16])=[O:15])=[O:7])(C)(C)C.Cl, predict the reaction product. The product is: [NH:26]1[CH:27]=[CH:28][C:24]([C:10]2[S:9][C:8]([C:6]([OH:7])=[O:5])=[C:12]([NH:13][S:14]([C:17]3[C:18]([CH3:23])=[CH:19][CH:20]=[CH:21][CH:22]=3)(=[O:16])=[O:15])[CH:11]=2)=[N:25]1.